This data is from Full USPTO retrosynthesis dataset with 1.9M reactions from patents (1976-2016). The task is: Predict the reactants needed to synthesize the given product. The reactants are: C1C2C(COC([N:18]3[CH2:23][C@@H:22]([NH:24][CH2:25][CH:26]([CH3:28])[CH3:27])[CH2:21][C@@H:20]([C:29](=[O:49])[N:30]([CH:46]4[CH2:48][CH2:47]4)[CH2:31][C:32]4[C:40]5[C:35](=[CH:36][CH:37]=[CH:38][CH:39]=5)[N:34]([CH2:41][CH2:42][CH2:43][O:44][CH3:45])[CH:33]=4)[CH2:19]3)=O)C3C(=CC=CC=3)C=2C=CC=1.[C:50](Cl)(=[O:55])[C:51]([CH3:54])([CH3:53])[CH3:52]. Given the product [CH:46]1([N:30]([CH2:31][C:32]2[C:40]3[C:35](=[CH:36][CH:37]=[CH:38][CH:39]=3)[N:34]([CH2:41][CH2:42][CH2:43][O:44][CH3:45])[CH:33]=2)[C:29]([C@@H:20]2[CH2:21][C@H:22]([N:24]([C:50](=[O:55])[C:51]([CH3:54])([CH3:53])[CH3:52])[CH2:25][CH:26]([CH3:27])[CH3:28])[CH2:23][NH:18][CH2:19]2)=[O:49])[CH2:48][CH2:47]1, predict the reactants needed to synthesize it.